From a dataset of Reaction yield outcomes from USPTO patents with 853,638 reactions. Predict the reaction yield, written as a fraction of the theoretical maximum amount of product (1.0 means a 100% yield; for example, 0.34 means a 34% yield). (1) The reactants are [NH2:1][C:2]1[CH:3]=[N:4][CH:5]=[CH:6][C:7]=1[O:8][C@@H:9]1[CH2:14][CH2:13][CH2:12][N:11]([C:15]([O:17][C:18]([CH3:21])([CH3:20])[CH3:19])=[O:16])[CH2:10]1.[C:22](N1C=CN=C1)(N1C=CN=C1)=[S:23]. The catalyst is C1COCC1. The product is [N:1]([C:2]1[CH:3]=[N:4][CH:5]=[CH:6][C:7]=1[O:8][C@@H:9]1[CH2:14][CH2:13][CH2:12][N:11]([C:15]([O:17][C:18]([CH3:21])([CH3:20])[CH3:19])=[O:16])[CH2:10]1)=[C:22]=[S:23]. The yield is 0.960. (2) The reactants are [N:1]1[CH:6]=[CH:5][CH:4]=[C:3]([NH:7][C:8](=[O:15])OCC(Cl)(Cl)Cl)[N:2]=1.[C:16]1([C:22]2[CH:27]=[CH:26][N:25]=[C:24]([N:28]3[CH2:33][CH2:32][NH:31][CH2:30][CH2:29]3)[CH:23]=2)[CH:21]=[CH:20][CH:19]=[CH:18][CH:17]=1.C(N(C(C)C)CC)(C)C.CS(C)=O. The catalyst is O. The product is [C:16]1([C:22]2[CH:27]=[CH:26][N:25]=[C:24]([N:28]3[CH2:33][CH2:32][N:31]([C:8]([NH:7][C:3]4[N:2]=[N:1][CH:6]=[CH:5][CH:4]=4)=[O:15])[CH2:30][CH2:29]3)[CH:23]=2)[CH:17]=[CH:18][CH:19]=[CH:20][CH:21]=1. The yield is 0.460.